This data is from Full USPTO retrosynthesis dataset with 1.9M reactions from patents (1976-2016). The task is: Predict the reactants needed to synthesize the given product. (1) Given the product [CH3:1][O:2][C:3]1[CH:22]=[CH:21][C:6]([CH2:7][N:8]2[C:9]([CH3:20])([CH3:19])[CH2:10][NH:11][S:12]2(=[O:13])=[O:14])=[CH:5][CH:4]=1, predict the reactants needed to synthesize it. The reactants are: [CH3:1][O:2][C:3]1[CH:22]=[CH:21][C:6]([CH2:7][N:8]2[S:12](=[O:14])(=[O:13])[N:11](C(OC)=O)[CH2:10][C:9]2([CH3:20])[CH3:19])=[CH:5][CH:4]=1.[OH-].[Na+].Cl. (2) Given the product [CH:1]1([C:4]2[CH:26]=[N:25][C:7]3[N:8]([C:13]([NH:28][CH:29]([C:34]4[CH:39]=[CH:38][C:37]([O:40][C:41]([F:42])([F:43])[F:44])=[C:36]([F:45])[CH:35]=4)[C:30]([OH:32])([CH3:33])[CH3:31])=[O:15])[CH2:9][C:10](=[O:12])[NH:11][C:6]=3[CH:5]=2)[CH2:2][CH2:3]1, predict the reactants needed to synthesize it. The reactants are: [CH:1]1([C:4]2[CH:26]=[N:25][C:7]3[N:8]([C:13]([O:15]C4C=CC([N+]([O-])=O)=CC=4)=O)[CH2:9][C:10](=[O:12])[NH:11][C:6]=3[CH:5]=2)[CH2:3][CH2:2]1.Cl.[NH2:28][CH:29]([C:34]1[CH:39]=[CH:38][C:37]([O:40][C:41]([F:44])([F:43])[F:42])=[C:36]([F:45])[CH:35]=1)[C:30]([CH3:33])([OH:32])[CH3:31].C(N(CC)CC)C.O. (3) Given the product [S:17]1[C:13]2[CH:12]=[C:11]([S:8]([C:5]([CH3:7])([CH3:6])[C:4]([OH:20])=[O:3])(=[O:10])=[O:9])[CH:19]=[CH:18][C:14]=2[N:15]=[CH:16]1, predict the reactants needed to synthesize it. The reactants are: C([O:3][C:4](=[O:20])[C:5]([S:8]([C:11]1[CH:19]=[CH:18][C:14]2[N:15]=[CH:16][S:17][C:13]=2[CH:12]=1)(=[O:10])=[O:9])([CH3:7])[CH3:6])C.O.[OH-].[Li+]. (4) The reactants are: [Cl:1][CH2:2][CH2:3][CH2:4][S:5]([O:8][CH2:9][C:10]([CH3:26])([CH3:25])[C@@H:11]([O:15][CH2:16][C:17]1[CH:22]=[CH:21][C:20]([O:23][CH3:24])=[CH:19][CH:18]=1)[C:12]([OH:14])=[O:13])(=[O:7])=[O:6].C(Cl)(=O)C(Cl)=O.[C:33]1([C@H:39](O)[CH3:40])[CH:38]=[CH:37][CH:36]=[CH:35][CH:34]=1.N1C=CC=CC=1. Given the product [Cl:1][CH2:2][CH2:3][CH2:4][S:5]([O:8][CH2:9][C:10]([CH3:26])([CH3:25])[C@@H:11]([O:15][CH2:16][C:17]1[CH:22]=[CH:21][C:20]([O:23][CH3:24])=[CH:19][CH:18]=1)[C:12]([O:14][C@@H:39]([C:33]1[CH:38]=[CH:37][CH:36]=[CH:35][CH:34]=1)[CH3:40])=[O:13])(=[O:7])=[O:6], predict the reactants needed to synthesize it. (5) Given the product [Br:1][C:2]1[CH:11]=[C:10]2[C:5]([N:6]=[CH:7][C:8]3[N:9]2[C:14]([CH:16]2[CH2:21][CH2:20][NH:19][CH2:18][CH2:17]2)=[N:13][N:12]=3)=[CH:4][CH:3]=1, predict the reactants needed to synthesize it. The reactants are: [Br:1][C:2]1[CH:11]=[C:10]2[C:5]([N:6]=[CH:7][C:8]([NH:12][NH:13][C:14]([CH:16]3[CH2:21][CH2:20][N:19](C(OC(C)(C)C)=O)[CH2:18][CH2:17]3)=O)=[N:9]2)=[CH:4][CH:3]=1. (6) Given the product [ClH:48].[ClH:48].[ClH:48].[NH2:39][C:35]1([C:32]2[CH:33]=[CH:34][C:29]([C:28]3[N:14]4[C:15]5[CH:27]=[CH:26][CH:25]=[N:24][C:16]=5[NH:17][C:18]5[CH:23]=[CH:22][CH:21]=[CH:20][C:19]=5[C:13]4=[N:12][C:11]=3[C:8]3[CH:7]=[CH:6][C:5]([N:4]([CH3:47])[C:1](=[O:3])[CH3:2])=[CH:10][CH:9]=3)=[CH:30][CH:31]=2)[CH2:38][CH2:37][CH2:36]1, predict the reactants needed to synthesize it. The reactants are: [C:1]([N:4]([CH3:47])[C:5]1[CH:10]=[CH:9][C:8]([C:11]2[N:12]=[C:13]3[C:19]4[CH:20]=[CH:21][CH:22]=[CH:23][C:18]=4[NH:17][C:16]4[N:24]=[CH:25][CH:26]=[CH:27][C:15]=4[N:14]3[C:28]=2[C:29]2[CH:34]=[CH:33][C:32]([C:35]3([NH:39]C(=O)OC(C)(C)C)[CH2:38][CH2:37][CH2:36]3)=[CH:31][CH:30]=2)=[CH:7][CH:6]=1)(=[O:3])[CH3:2].[ClH:48].O1CCOCC1.